This data is from NCI-60 drug combinations with 297,098 pairs across 59 cell lines. The task is: Regression. Given two drug SMILES strings and cell line genomic features, predict the synergy score measuring deviation from expected non-interaction effect. (1) Drug 1: CC1=CC=C(C=C1)C2=CC(=NN2C3=CC=C(C=C3)S(=O)(=O)N)C(F)(F)F. Drug 2: C#CCC(CC1=CN=C2C(=N1)C(=NC(=N2)N)N)C3=CC=C(C=C3)C(=O)NC(CCC(=O)O)C(=O)O. Cell line: UACC62. Synergy scores: CSS=58.6, Synergy_ZIP=6.44, Synergy_Bliss=-0.402, Synergy_Loewe=-18.2, Synergy_HSA=-2.77. (2) Drug 1: CC1=C(C=C(C=C1)NC2=NC=CC(=N2)N(C)C3=CC4=NN(C(=C4C=C3)C)C)S(=O)(=O)N.Cl. Drug 2: COC1=NC(=NC2=C1N=CN2C3C(C(C(O3)CO)O)O)N. Cell line: CAKI-1. Synergy scores: CSS=-3.37, Synergy_ZIP=-5.71, Synergy_Bliss=-13.9, Synergy_Loewe=-18.4, Synergy_HSA=-11.6. (3) Drug 1: COCCOC1=C(C=C2C(=C1)C(=NC=N2)NC3=CC=CC(=C3)C#C)OCCOC.Cl. Drug 2: N.N.Cl[Pt+2]Cl. Cell line: SK-OV-3. Synergy scores: CSS=18.5, Synergy_ZIP=-4.75, Synergy_Bliss=2.64, Synergy_Loewe=-2.32, Synergy_HSA=-1.72. (4) Drug 1: C1=CC=C(C(=C1)C(C2=CC=C(C=C2)Cl)C(Cl)Cl)Cl. Drug 2: B(C(CC(C)C)NC(=O)C(CC1=CC=CC=C1)NC(=O)C2=NC=CN=C2)(O)O. Cell line: SK-MEL-28. Synergy scores: CSS=48.9, Synergy_ZIP=4.74, Synergy_Bliss=3.65, Synergy_Loewe=-25.1, Synergy_HSA=3.52. (5) Synergy scores: CSS=25.5, Synergy_ZIP=-4.13, Synergy_Bliss=1.26, Synergy_Loewe=-22.1, Synergy_HSA=-1.15. Cell line: 786-0. Drug 1: CN1C(=O)N2C=NC(=C2N=N1)C(=O)N. Drug 2: CC1=C(C(=O)C2=C(C1=O)N3CC4C(C3(C2COC(=O)N)OC)N4)N. (6) Drug 1: C(=O)(N)NO. Drug 2: C1=NC2=C(N=C(N=C2N1C3C(C(C(O3)CO)O)F)Cl)N. Cell line: LOX IMVI. Synergy scores: CSS=-8.42, Synergy_ZIP=3.08, Synergy_Bliss=-0.552, Synergy_Loewe=-1.14, Synergy_HSA=-4.16. (7) Drug 1: CC(C1=C(C=CC(=C1Cl)F)Cl)OC2=C(N=CC(=C2)C3=CN(N=C3)C4CCNCC4)N. Drug 2: COC1=C2C(=CC3=C1OC=C3)C=CC(=O)O2. Cell line: M14. Synergy scores: CSS=-5.35, Synergy_ZIP=4.61, Synergy_Bliss=3.93, Synergy_Loewe=1.86, Synergy_HSA=-1.23. (8) Drug 1: C1=C(C(=O)NC(=O)N1)N(CCCl)CCCl. Drug 2: CN1C2=C(C=C(C=C2)N(CCCl)CCCl)N=C1CCCC(=O)O.Cl. Cell line: BT-549. Synergy scores: CSS=27.0, Synergy_ZIP=-4.36, Synergy_Bliss=-0.164, Synergy_Loewe=-11.1, Synergy_HSA=0.754. (9) Drug 1: CCC(=C(C1=CC=CC=C1)C2=CC=C(C=C2)OCCN(C)C)C3=CC=CC=C3.C(C(=O)O)C(CC(=O)O)(C(=O)O)O. Drug 2: CC(C)CN1C=NC2=C1C3=CC=CC=C3N=C2N. Cell line: HOP-92. Synergy scores: CSS=-2.56, Synergy_ZIP=1.65, Synergy_Bliss=2.27, Synergy_Loewe=-2.05, Synergy_HSA=-1.60. (10) Drug 1: C1=NC2=C(N1)C(=S)N=C(N2)N. Drug 2: CC12CCC3C(C1CCC2OP(=O)(O)O)CCC4=C3C=CC(=C4)OC(=O)N(CCCl)CCCl.[Na+]. Cell line: SF-295. Synergy scores: CSS=34.6, Synergy_ZIP=1.68, Synergy_Bliss=0.342, Synergy_Loewe=-13.3, Synergy_HSA=2.07.